Predict the reactants needed to synthesize the given product. From a dataset of Full USPTO retrosynthesis dataset with 1.9M reactions from patents (1976-2016). (1) Given the product [CH2:1]([O:3][C:4]([C:5]1[NH:18][CH:9]([C:10]2[CH:15]=[CH:14][C:13]([Cl:16])=[CH:12][CH:11]=2)[CH2:8][C:7](=[O:17])[CH:6]=1)=[O:19])[CH3:2], predict the reactants needed to synthesize it. The reactants are: [CH2:1]([O:3][C:4](=[O:19])/[C:5](/[NH2:18])=[CH:6]/[C:7](=[O:17])/[CH:8]=[CH:9]/[C:10]1[CH:15]=[CH:14][C:13]([Cl:16])=[CH:12][CH:11]=1)[CH3:2]. (2) Given the product [Br:31][C:27]1[CH:26]=[C:25]([NH:24][C:17]2[C:16]3[C:21](=[CH:22][CH:23]=[C:14]([NH:13][C:36](=[O:37])[CH:35]=[CH:34][C:33]([F:40])([F:39])[F:32])[CH:15]=3)[N:20]=[CH:19][N:18]=2)[CH:30]=[CH:29][CH:28]=1, predict the reactants needed to synthesize it. The reactants are: Cl.CN(C)CCCN=C=NCC.[NH2:13][C:14]1[CH:15]=[C:16]2[C:21](=[CH:22][CH:23]=1)[N:20]=[CH:19][N:18]=[C:17]2[NH:24][C:25]1[CH:30]=[CH:29][CH:28]=[C:27]([Br:31])[CH:26]=1.[F:32][C:33]([F:40])([F:39])[CH:34]=[CH:35][C:36](O)=[O:37].O.